The task is: Predict which catalyst facilitates the given reaction.. This data is from Catalyst prediction with 721,799 reactions and 888 catalyst types from USPTO. Reactant: [Cl-].O[NH3+:3].[C:4](=[O:7])([O-])[OH:5].[Na+].CS(C)=O.[CH3:13][C:14]1[N:15]=[C:16]([CH2:36][CH2:37][CH3:38])[N:17]([CH2:21][C:22]2[CH:27]=[CH:26][C:25]([C:28]3[C:29]([C:34]#[N:35])=[CH:30][CH:31]=[CH:32][CH:33]=3)=[CH:24][CH:23]=2)[C:18](=[O:20])[CH:19]=1. Product: [CH3:13][C:14]1[N:15]=[C:16]([CH2:36][CH2:37][CH3:38])[N:17]([CH2:21][C:22]2[CH:27]=[CH:26][C:25]([C:28]3[CH:33]=[CH:32][CH:31]=[CH:30][C:29]=3[C:34]3[NH:3][C:4](=[O:7])[O:5][N:35]=3)=[CH:24][CH:23]=2)[C:18](=[O:20])[CH:19]=1. The catalyst class is: 6.